Predict which catalyst facilitates the given reaction. From a dataset of Catalyst prediction with 721,799 reactions and 888 catalyst types from USPTO. (1) Reactant: CC(C)([O-])C.[K+].[CH3:7][C:8]1[N:13]=[CH:12][C:11]([OH:14])=[CH:10][CH:9]=1.[CH2:15]([O:17][C:18](=[O:23])[CH:19]=[C:20](Cl)[CH3:21])[CH3:16]. Product: [CH2:15]([O:17][C:18](=[O:23])/[CH:19]=[C:20](/[O:14][C:11]1[CH:12]=[N:13][C:8]([CH3:7])=[CH:9][CH:10]=1)\[CH3:21])[CH3:16]. The catalyst class is: 7. (2) Reactant: [NH2:1][C:2]1[CH:14]=[CH:13][C:5]([CH:6]=[CH:7][C:8]([O:10][CH2:11][CH3:12])=[O:9])=[CH:4][CH:3]=1.[C:15]([O:19][C:20]([NH:22][C:23]1([C:27](O)=[O:28])[CH2:26][CH2:25][CH2:24]1)=[O:21])([CH3:18])([CH3:17])[CH3:16].O.ON1C2C=CC=CC=2N=N1.Cl.C(N=C=NCCCN(C)C)C. Product: [C:15]([O:19][C:20]([NH:22][C:23]1([C:27]([NH:1][C:2]2[CH:3]=[CH:4][C:5](/[CH:6]=[CH:7]/[C:8]([O:10][CH2:11][CH3:12])=[O:9])=[CH:13][CH:14]=2)=[O:28])[CH2:26][CH2:25][CH2:24]1)=[O:21])([CH3:18])([CH3:17])[CH3:16]. The catalyst class is: 35. (3) Reactant: [CH3:1][O:2][CH2:3][CH2:4][N:5]1[CH2:10][CH2:9][N:8]([C:11]2[CH:16]=[CH:15][C:14]([N+:17]([O-])=O)=[CH:13][CH:12]=2)[CH2:7][CH2:6]1. Product: [CH3:1][O:2][CH2:3][CH2:4][N:5]1[CH2:10][CH2:9][N:8]([C:11]2[CH:16]=[CH:15][C:14]([NH2:17])=[CH:13][CH:12]=2)[CH2:7][CH2:6]1. The catalyst class is: 162. (4) Reactant: [NH2:1][C@H:2]([C:6]([OH:8])=[O:7])[CH2:3][CH2:4]O.S(=O)(=O)(O)O.[ClH:14].CO. Product: [ClH:14].[Cl:14][CH2:4][CH2:3][CH:2]([NH2:1])[C:6]([OH:8])=[O:7]. The catalyst class is: 6. (5) Reactant: [ClH:1].[CH3:2][O:3][C:4](=[O:17])[C@H:5]([CH2:7][C:8]1[C:16]2[C:11](=[CH:12][CH:13]=[CH:14][CH:15]=2)[NH:10][CH:9]=1)[NH2:6].C([O-])(O)=O.[Na+].[CH3:23][N:24]([CH3:38])[C:25]1([C:32]2C=C[CH:35]=[CH:34][CH:33]=2)[CH2:30][CH2:29][C:28](=O)[CH2:27][CH2:26]1.C(O)(=O)C.[O-][S:44]([O-])(=O)=O.[Na+].[Na+].[BH-](OC(C)=O)(OC(C)=O)OC(C)=O.[Na+]. Product: [ClH:1].[ClH:1].[CH3:2][O:3][C:4](=[O:17])[CH:5]([NH:6][CH:28]1[CH2:29][CH2:30][C:25]([N:24]([CH3:38])[CH3:23])([C:32]2[S:44][CH:35]=[CH:34][CH:33]=2)[CH2:26][CH2:27]1)[CH2:7][C:8]1[C:16]2[C:11](=[CH:12][CH:13]=[CH:14][CH:15]=2)[NH:10][CH:9]=1. The catalyst class is: 26. (6) Reactant: Cl[CH2:2][C:3]1[CH:4]=[CH:5][C:6]([O:9][CH2:10][C:11]2[N:12]=[C:13]([C:17]3[O:18][CH:19]=[CH:20][CH:21]=3)[O:14][C:15]=2[CH3:16])=[N:7][CH:8]=1.[CH2:22]([N:29]1[CH:33]=[C:32]([C:34]([O:36][CH2:37][CH3:38])=[O:35])[C:31]([OH:39])=[N:30]1)[C:23]1[CH:28]=[CH:27][CH:26]=[CH:25][CH:24]=1.C(=O)([O-])[O-].[K+].[K+].CN(C)C=O. Product: [CH2:22]([N:29]1[CH:33]=[C:32]([C:34]([O:36][CH2:37][CH3:38])=[O:35])[C:31]([O:39][CH2:2][C:3]2[CH:8]=[N:7][C:6]([O:9][CH2:10][C:11]3[N:12]=[C:13]([C:17]4[O:18][CH:19]=[CH:20][CH:21]=4)[O:14][C:15]=3[CH3:16])=[CH:5][CH:4]=2)=[N:30]1)[C:23]1[CH:24]=[CH:25][CH:26]=[CH:27][CH:28]=1. The catalyst class is: 6. (7) Reactant: C(O)[C@H]1O[C@H](O[C@H]2O[C@H](CO)[C@@H](O)[C@H](O)[C@H]2O)[C@H](O)[C@@H](O)[C@@H]1O.C[N+:25]([CH:28]([C:36]([O-:38])=[O:37])[CH2:29][C:30]1[NH:35][C:33](=S)[NH:32][CH:31]=1)(C)C.NC(N)=S. Product: [NH2:25][C@H:28]([C:36]([OH:38])=[O:37])[CH2:29][C:30]1[N:35]=[CH:33][NH:32][CH:31]=1. The catalyst class is: 6.